Predict the reaction yield, written as a fraction of the theoretical maximum amount of product (1.0 means a 100% yield; for example, 0.34 means a 34% yield). From a dataset of Reaction yield outcomes from USPTO patents with 853,638 reactions. The reactants are [Br:1][C:2]1[C:3](Cl)=[N:4][C:5]([Cl:8])=[N:6][CH:7]=1.[CH:10]1([NH2:15])[CH2:14][CH2:13][CH2:12][CH2:11]1.CCN(C(C)C)C(C)C. The catalyst is CCO. The product is [Br:1][C:2]1[C:3]([NH:15][CH:10]2[CH2:14][CH2:13][CH2:12][CH2:11]2)=[N:4][C:5]([Cl:8])=[N:6][CH:7]=1. The yield is 0.890.